This data is from Catalyst prediction with 721,799 reactions and 888 catalyst types from USPTO. The task is: Predict which catalyst facilitates the given reaction. (1) Reactant: [Br:1][C:2]1[CH:3]=[C:4]([CH:9]=[CH:10][C:11]=1[C:12]#[N:13])[C:5]([O:7][CH3:8])=[O:6].OO.C(=O)([O-])[O-:17].[K+].[K+]. Product: [Br:1][C:2]1[CH:3]=[C:4]([CH:9]=[CH:10][C:11]=1[C:12]([NH2:13])=[O:17])[C:5]([O:7][CH3:8])=[O:6]. The catalyst class is: 16. (2) Reactant: [CH3:1][O:2][C:3]1[C:8]([CH3:9])=[CH:7][C:6]([O:10][CH3:11])=[CH:5][C:4]=1[C:12]#[C:13][Si](C)(C)C.O.[F-].C([N+](CCCC)(CCCC)CCCC)CCC. Product: [C:12]([C:4]1[CH:5]=[C:6]([O:10][CH3:11])[CH:7]=[C:8]([CH3:9])[C:3]=1[O:2][CH3:1])#[CH:13]. The catalyst class is: 116. (3) Reactant: [CH2:1]1[C:5]2([CH2:10][CH2:9][NH:8][CH2:7][CH2:6]2)[CH2:4][CH2:3][N:2]1[C:11]([O:13][C:14]([CH3:17])([CH3:16])[CH3:15])=[O:12].Br[C:19]1[CH:20]=[N:21][CH:22]=[CH:23][CH:24]=1.C1C=CC(P(C2C(C3C(P(C4C=CC=CC=4)C4C=CC=CC=4)=CC=C4C=3C=CC=C4)=C3C(C=CC=C3)=CC=2)C2C=CC=CC=2)=CC=1. Product: [N:21]1[CH:22]=[CH:23][CH:24]=[C:19]([N:8]2[CH2:7][CH2:6][C:5]3([CH2:1][N:2]([C:11]([O:13][C:14]([CH3:17])([CH3:16])[CH3:15])=[O:12])[CH2:3][CH2:4]3)[CH2:10][CH2:9]2)[CH:20]=1. The catalyst class is: 222.